Task: Predict which catalyst facilitates the given reaction.. Dataset: Catalyst prediction with 721,799 reactions and 888 catalyst types from USPTO (1) Product: [CH3:1][O:2][C:3]1[CH:4]=[C:5]([N:11]2[CH:16]=[C:15]([C:17]3[NH:18][C:42](=[O:43])[O:20][N:19]=3)[C:14](=[O:21])[N:13]([CH2:22][C:23]3[CH:28]=[CH:27][CH:26]=[C:25]([C:29]([F:31])([F:32])[F:30])[C:24]=3[CH3:33])[C:12]2=[O:34])[CH:6]=[CH:7][C:8]=1[O:9][CH3:10]. The catalyst class is: 18. Reactant: [CH3:1][O:2][C:3]1[CH:4]=[C:5]([N:11]2[CH:16]=[C:15]([C:17](=[N:19][OH:20])[NH2:18])[C:14](=[O:21])[N:13]([CH2:22][C:23]3[CH:28]=[CH:27][CH:26]=[C:25]([C:29]([F:32])([F:31])[F:30])[C:24]=3[CH3:33])[C:12]2=[O:34])[CH:6]=[CH:7][C:8]=1[O:9][CH3:10].N1C=CC=CC=1.Cl[C:42](OCC(C)C)=[O:43]. (2) Reactant: [CH2:1]([N:8]1[C:12](=[O:13])[CH2:11][CH2:10][C@@H:9]1[C:14]([NH:16][CH:17]([CH2:25][C:26]1[CH:31]=[CH:30][CH:29]=[CH:28][CH:27]=1)[CH:18]([OH:24])[C:19]([O:21]CC)=[O:20])=[O:15])[C:2]1[CH:7]=[CH:6][CH:5]=[CH:4][CH:3]=1.[OH-].[Na+].O. Product: [CH2:1]([N:8]1[C:12](=[O:13])[CH2:11][CH2:10][C@@H:9]1[C:14]([NH:16][CH:17]([CH2:25][C:26]1[CH:31]=[CH:30][CH:29]=[CH:28][CH:27]=1)[CH:18]([OH:24])[C:19]([OH:21])=[O:20])=[O:15])[C:2]1[CH:7]=[CH:6][CH:5]=[CH:4][CH:3]=1. The catalyst class is: 8. (3) Reactant: [CH3:1][O:2][CH2:3][CH2:4][O:5][C:6]1[CH:11]=[CH:10][CH:9]=[CH:8][C:7]=1[NH2:12].[Cl:13][C:14]1[N:19]=[C:18](Cl)[C:17]([Cl:21])=[CH:16][N:15]=1.CCN(C(C)C)C(C)C. Product: [Cl:13][C:14]1[N:19]=[C:18]([NH:12][C:7]2[CH:8]=[CH:9][CH:10]=[CH:11][C:6]=2[O:5][CH2:4][CH2:3][O:2][CH3:1])[C:17]([Cl:21])=[CH:16][N:15]=1. The catalyst class is: 549. (4) Reactant: Cl[C:2]1[N:10]=[C:9]2[C:5]([N:6]=[C:7]([CH2:12][CH2:13][N:14]3[CH2:19][CH2:18][N:17]([CH:20]4[CH2:25][CH2:24][O:23][CH2:22][CH2:21]4)[CH2:16][CH2:15]3)[N:8]2[CH3:11])=[C:4]([N:26]2[CH2:31][CH2:30][O:29][CH2:28][CH2:27]2)[N:3]=1.[CH2:32]([C:34]1[NH:35][C:36]2[CH:42]=[CH:41][CH:40]=[CH:39][C:37]=2[N:38]=1)[CH3:33].CC(C1C=C(C(C)C)C(C2C=CC=CC=2P(C2CCCCC2)C2CCCCC2)=C(C(C)C)C=1)C.C([O-])([O-])=O.[Cs+].[Cs+]. Product: [CH2:32]([C:34]1[N:35]([C:2]2[N:10]=[C:9]3[C:5]([N:6]=[C:7]([CH2:12][CH2:13][N:14]4[CH2:19][CH2:18][N:17]([CH:20]5[CH2:21][CH2:22][O:23][CH2:24][CH2:25]5)[CH2:16][CH2:15]4)[N:8]3[CH3:11])=[C:4]([N:26]3[CH2:31][CH2:30][O:29][CH2:28][CH2:27]3)[N:3]=2)[C:36]2[CH:42]=[CH:41][CH:40]=[CH:39][C:37]=2[N:38]=1)[CH3:33]. The catalyst class is: 62.